From a dataset of Acute oral toxicity (LD50) regression data from Zhu et al.. Regression/Classification. Given a drug SMILES string, predict its toxicity properties. Task type varies by dataset: regression for continuous values (e.g., LD50, hERG inhibition percentage) or binary classification for toxic/non-toxic outcomes (e.g., AMES mutagenicity, cardiotoxicity, hepatotoxicity). Dataset: ld50_zhu. (1) The rat oral LD50 is 4.43, given as -log10 of the dose in mol/kg body weight (higher means more acutely toxic). The drug is O=[N+]([O-])c1c(Cl)ccc2[nH]c(C(F)(F)F)nc12. (2) The molecule is CCc1nn(-c2ccc(F)cc2)c2c(=O)[nH]ccc12. The rat oral LD50 is 2.84, given as -log10 of the dose in mol/kg body weight (higher means more acutely toxic).